Dataset: Forward reaction prediction with 1.9M reactions from USPTO patents (1976-2016). Task: Predict the product of the given reaction. (1) Given the reactants [CH3:1][O:2][C:3]1[CH:8]=[CH:7][C:6]([S:9]([NH:12][CH2:13][C:14]2[CH:15]=[N:16][CH:17]=[CH:18][CH:19]=2)(=[O:11])=[O:10])=[CH:5][CH:4]=1.[H-].[Na+].Cl[C:23]1[C:28]([C:29]([O:31][CH2:32][CH3:33])=[O:30])=[CH:27][N:26]=[C:25]2[N:34]([CH3:38])[N:35]=[C:36]([CH3:37])[C:24]=12.O, predict the reaction product. The product is: [CH3:1][O:2][C:3]1[CH:4]=[CH:5][C:6]([S:9]([N:12]([CH2:13][C:14]2[CH:15]=[N:16][CH:17]=[CH:18][CH:19]=2)[C:23]2[C:28]([C:29]([O:31][CH2:32][CH3:33])=[O:30])=[CH:27][N:26]=[C:25]3[N:34]([CH3:38])[N:35]=[C:36]([CH3:37])[C:24]=23)(=[O:10])=[O:11])=[CH:7][CH:8]=1. (2) Given the reactants [N-:1]=[N+:2]=[N-:3].[Na+].[C:5]([O:9][C:10]([N:12]([CH2:16][C:17]1[CH:18]=[C:19]([CH2:24][CH2:25]OS(C2C=CC(C)=CC=2)(=O)=O)[CH:20]=[CH:21][C:22]=1[Cl:23])[CH:13]1[CH2:15][CH2:14]1)=[O:11])([CH3:8])([CH3:7])[CH3:6], predict the reaction product. The product is: [C:5]([O:9][C:10](=[O:11])[N:12]([CH2:16][C:17]1[CH:18]=[C:19]([CH2:24][CH2:25][N:1]=[N+:2]=[N-:3])[CH:20]=[CH:21][C:22]=1[Cl:23])[CH:13]1[CH2:15][CH2:14]1)([CH3:7])([CH3:6])[CH3:8]. (3) Given the reactants [CH:1]1[CH:9]=[CH:8][C:7]2[C:3](=[N:4][O:5][N+:6]=2[O-:10])[CH:2]=1.[N:11]#[C:12][NH2:13], predict the reaction product. The product is: [CH:1]1[CH:9]=[CH:8][C:7]2[N+:6]([O-:10])=[N:11][C:12]([NH2:13])=[N+:4]([O-:5])[C:3]=2[CH:2]=1. (4) Given the reactants [CH2:1]([O:3][C:4]([C@@H:6]1[CH2:10][CH:9]([O:11][Si:12]([C:15]([CH3:18])([CH3:17])[CH3:16])([CH3:14])[CH3:13])[CH2:8][C@H:7]1[CH2:19]OS(C1C=CC(C)=CC=1)(=O)=O)=[O:5])[CH3:2].[F:31][C:32]1[CH:37]=[CH:36][C:35]([CH:38]2[CH2:43][CH2:42][NH:41][CH2:40][CH2:39]2)=[CH:34][CH:33]=1.[I-].[Na+].C(N(CC)CC)C, predict the reaction product. The product is: [CH2:1]([O:3][C:4]([C@@H:6]1[CH2:10][C@@H:9]([O:11][Si:12]([C:15]([CH3:16])([CH3:17])[CH3:18])([CH3:14])[CH3:13])[CH2:8][C@H:7]1[CH2:19][N:41]1[CH2:42][CH2:43][CH:38]([C:35]2[CH:34]=[CH:33][C:32]([F:31])=[CH:37][CH:36]=2)[CH2:39][CH2:40]1)=[O:5])[CH3:2]. (5) Given the reactants [CH2:1]([O:8][C:9]([NH:11][C@@H:12]([CH3:23])[CH:13]([OH:22])[C:14]([CH3:21])([CH3:20])[C:15]([O:17][CH2:18][CH3:19])=[O:16])=[O:10])[C:2]1[CH:7]=[CH:6][CH:5]=[CH:4][CH:3]=1.FC(F)(F)S(O[Si:30]([C:33]([CH3:36])([CH3:35])[CH3:34])([CH3:32])[CH3:31])(=O)=O.CC1C=CC=C(C)N=1.O, predict the reaction product. The product is: [CH2:1]([O:8][C:9]([NH:11][C@@H:12]([CH3:23])[CH:13]([O:22][Si:30]([C:33]([CH3:36])([CH3:35])[CH3:34])([CH3:32])[CH3:31])[C:14]([CH3:21])([CH3:20])[C:15]([O:17][CH2:18][CH3:19])=[O:16])=[O:10])[C:2]1[CH:3]=[CH:4][CH:5]=[CH:6][CH:7]=1.